The task is: Predict the product of the given reaction.. This data is from Forward reaction prediction with 1.9M reactions from USPTO patents (1976-2016). (1) Given the reactants Cl.Br[C:3]1[CH:8]=[CH:7][N:6]=[CH:5][CH:4]=1.[OH-].[Na+].[CH2:11]([OH:17])[CH2:12][CH2:13][CH2:14][C:15]#[CH:16], predict the reaction product. The product is: [N:6]1[CH:7]=[CH:8][C:3]([C:16]#[C:15][CH2:14][CH2:13][CH2:12][CH2:11][OH:17])=[CH:4][CH:5]=1. (2) Given the reactants [Br:1][C:2]1[CH:24]=[CH:23][C:22]([F:25])=[CH:21][C:3]=1[O:4][CH:5]1[CH2:10][CH2:9][N:8]([C:11]2[N:15]=[C:14]([C:16]3[CH:17]=[N:18][NH:19][CH:20]=3)[O:13][N:12]=2)[CH2:7][CH2:6]1.[H-].[Na+].Br[CH2:29][C:30]([O:32][CH2:33][CH3:34])=[O:31], predict the reaction product. The product is: [Br:1][C:2]1[CH:24]=[CH:23][C:22]([F:25])=[CH:21][C:3]=1[O:4][CH:5]1[CH2:10][CH2:9][N:8]([C:11]2[N:15]=[C:14]([C:16]3[CH:17]=[N:18][N:19]([CH2:29][C:30]([O:32][CH2:33][CH3:34])=[O:31])[CH:20]=3)[O:13][N:12]=2)[CH2:7][CH2:6]1.